This data is from Forward reaction prediction with 1.9M reactions from USPTO patents (1976-2016). The task is: Predict the product of the given reaction. (1) Given the reactants [F:1][C:2]1([F:21])[CH2:6][N:5]([C:7]([O:9][C:10]([CH3:13])([CH3:12])[CH3:11])=[O:8])[C@@H:4]([CH:14]=[C:15]([CH3:20])[C:16]([O:18][CH3:19])=[O:17])[CH2:3]1, predict the reaction product. The product is: [F:21][C:2]1([F:1])[CH2:6][N:5]([C:7]([O:9][C:10]([CH3:12])([CH3:13])[CH3:11])=[O:8])[C@@H:4]([CH2:14][CH:15]([CH3:20])[C:16]([O:18][CH3:19])=[O:17])[CH2:3]1. (2) Given the reactants [Cl:1][C:2]1[C:3]([NH:20][CH:21]2[CH2:38][CH2:37][C:24]3([CH2:29][CH2:28][N:27](C(OC(C)(C)C)=O)[CH2:26][CH2:25]3)[CH2:23][CH2:22]2)=[N:4][C:5]([NH:8][C:9]2[CH:10]=[CH:11][C:12]3[C:16]([CH:17]=2)=[N:15][N:14]([CH3:18])[C:13]=3[CH3:19])=[N:6][CH:7]=1.Cl.CCOC(C)=O, predict the reaction product. The product is: [Cl:1][C:2]1[C:3]([NH:20][CH:21]2[CH2:22][CH2:23][C:24]3([CH2:25][CH2:26][NH:27][CH2:28][CH2:29]3)[CH2:37][CH2:38]2)=[N:4][C:5]([NH:8][C:9]2[CH:10]=[CH:11][C:12]3[C:16]([CH:17]=2)=[N:15][N:14]([CH3:18])[C:13]=3[CH3:19])=[N:6][CH:7]=1. (3) Given the reactants [Cl:1][C:2]1[CH:3]=[C:4]([CH:9]=[CH:10][C:11]=1[OH:12])[C:5]([O:7]C)=O.[CH2:13]([Mg]Br)[CH3:14].[CH2:17]1COC[CH2:18]1, predict the reaction product. The product is: [Cl:1][C:2]1[CH:3]=[C:4]([C:5]([OH:7])([CH2:13][CH3:14])[CH2:17][CH3:18])[CH:9]=[CH:10][C:11]=1[OH:12]. (4) Given the reactants [Cl:1][C:2]1[CH:3]=[C:4]([C:9]2[N:13]([CH3:14])[N:12]=[C:11]([C:15](=O)[CH3:16])[C:10]=2[OH:18])[CH:5]=[CH:6][C:7]=1[Cl:8].[N:19]1[CH:24]=[CH:23][C:22]([CH2:25][NH:26][C:27]([C:29]2[S:30][C:31]([C:34]([NH:36][NH2:37])=[O:35])=[CH:32][CH:33]=2)=[O:28])=[CH:21][CH:20]=1, predict the reaction product. The product is: [N:19]1[CH:20]=[CH:21][C:22]([CH2:25][NH:26][C:27]([C:29]2[S:30][C:31]([C:34]([NH:36][N:37]=[C:15]([C:11]3[C:10]([OH:18])=[C:9]([C:4]4[CH:5]=[CH:6][C:7]([Cl:8])=[C:2]([Cl:1])[CH:3]=4)[N:13]([CH3:14])[N:12]=3)[CH3:16])=[O:35])=[CH:32][CH:33]=2)=[O:28])=[CH:23][CH:24]=1. (5) Given the reactants C(OC(N1CC[N:11]([C:14]([C:16]2[C:21]([C:22]3[CH:27]=[CH:26][CH:25]=[C:24]([C:28]([F:31])([F:30])[F:29])[CH:23]=3)=[CH:20][C:19]([CH3:32])=[C:18]([C:33]([N:35]3[CH2:40][CH2:39][CH:38]([N:41]4[CH2:45][CH2:44][CH2:43][CH2:42]4)[CH2:37][CH2:36]3)=[O:34])[N:17]=2)=[O:15])[CH2:10][CH2:9]1)=O)(C)(C)C.Cl, predict the reaction product. The product is: [NH:11]1[CH2:14][CH2:9][CH:10]([NH:11][C:14]([C:16]2[C:21]([C:22]3[CH:27]=[CH:26][CH:25]=[C:24]([C:28]([F:30])([F:29])[F:31])[CH:23]=3)=[CH:20][C:19]([CH3:32])=[C:18]([C:33]([N:35]3[CH2:36][CH2:37][CH:38]([N:41]4[CH2:42][CH2:43][CH2:44][CH2:45]4)[CH2:39][CH2:40]3)=[O:34])[N:17]=2)=[O:15])[CH2:9][CH2:10]1. (6) Given the reactants [H-].[Na+].[Br:3][C:4]1[CH:5]=[CH:6][C:7]([CH2:10][C:11]#[N:12])=[N:8][CH:9]=1.[CH3:13]I, predict the reaction product. The product is: [Br:3][C:4]1[CH:5]=[CH:6][C:7]([CH:10]([CH3:13])[C:11]#[N:12])=[N:8][CH:9]=1. (7) Given the reactants O([C:9]([O:11][C:12]([CH3:15])([CH3:14])[CH3:13])=[O:10])[C:9]([O:11][C:12]([CH3:15])([CH3:14])[CH3:13])=[O:10].[Br:16][C:17]1[CH:22]=[CH:21][C:20]([CH:23]([OH:27])[CH2:24][NH:25][CH3:26])=[CH:19][CH:18]=1, predict the reaction product. The product is: [C:12]([O:11][C:9](=[O:10])[N:25]([CH2:24][CH:23]([C:20]1[CH:19]=[CH:18][C:17]([Br:16])=[CH:22][CH:21]=1)[OH:27])[CH3:26])([CH3:13])([CH3:14])[CH3:15]. (8) Given the reactants [CH3:1][O:2][C:3]([C:5]1[S:6][C:7]([C:11]#[C:12][C:13]([CH3:16])([CH3:15])[CH3:14])=[CH:8][C:9]=1[NH2:10])=[O:4].N1C=CC=CC=1.[Cl:23][C:24]1[CH:32]=[C:31]([Cl:33])[CH:30]=[CH:29][C:25]=1[C:26](Cl)=[O:27].C(=O)(O)[O-].[Na+], predict the reaction product. The product is: [CH3:1][O:2][C:3]([C:5]1[S:6][C:7]([C:11]#[C:12][C:13]([CH3:16])([CH3:15])[CH3:14])=[CH:8][C:9]=1[NH:10][C:26](=[O:27])[C:25]1[CH:29]=[CH:30][C:31]([Cl:33])=[CH:32][C:24]=1[Cl:23])=[O:4]. (9) Given the reactants [CH3:1][C:2]1[N:3]=[C:4]([NH:7][C:8]2[CH:13]=[C:12]([O:14][C:15]3[CH:16]=[C:17]([CH:21]=[CH:22][CH:23]=3)[C:18]([OH:20])=O)[CH:11]=[CH:10][N:9]=2)[S:5][CH:6]=1.C(N(CC)CC)C.C([Cl:36])(=O)OCC.[CH3:37][N:38]([CH3:43])[CH2:39][CH2:40][NH:41][CH3:42], predict the reaction product. The product is: [ClH:36].[ClH:36].[CH3:37][N:38]([CH3:43])[CH2:39][CH2:40][N:41]([CH3:42])[C:18](=[O:20])[C:17]1[CH:21]=[CH:22][CH:23]=[C:15]([O:14][C:12]2[CH:11]=[CH:10][N:9]=[C:8]([NH:7][C:4]3[S:5][CH:6]=[C:2]([CH3:1])[N:3]=3)[CH:13]=2)[CH:16]=1. (10) Given the reactants [C:1]([C:3]1[CH:8]=[CH:7][C:6]([NH:9][C:10]2[C:21]([F:22])=[C:20]([F:23])[CH:19]=[CH:18][C:11]=2[C:12]([N:14]([O:16][CH3:17])[CH3:15])=[O:13])=[C:5]([F:24])[CH:4]=1)#[CH:2].[H][H], predict the reaction product. The product is: [CH2:1]([C:3]1[CH:8]=[CH:7][C:6]([NH:9][C:10]2[C:21]([F:22])=[C:20]([F:23])[CH:19]=[CH:18][C:11]=2[C:12]([N:14]([O:16][CH3:17])[CH3:15])=[O:13])=[C:5]([F:24])[CH:4]=1)[CH3:2].